Dataset: Forward reaction prediction with 1.9M reactions from USPTO patents (1976-2016). Task: Predict the product of the given reaction. (1) Given the reactants [F:1][C:2]1[CH:8]=[CH:7][C:5]([NH2:6])=[CH:4][C:3]=1[C:9]1[O:10][C:11]2[C:12]([N:32]=1)=[N:13][CH:14]=[C:15]([C:17]1[CH:22]=[CH:21][C:20]([O:23][CH2:24][CH2:25][N:26]3[CH2:31][CH2:30][O:29][CH2:28][CH2:27]3)=[CH:19][CH:18]=1)[CH:16]=2.[C:33]([O-])(=O)C.[Na+].C(O[BH-](OC(=O)C)OC(=O)C)(=O)C.[Na+], predict the reaction product. The product is: [F:1][C:2]1[CH:8]=[CH:7][C:5]([NH:6][CH3:33])=[CH:4][C:3]=1[C:9]1[O:10][C:11]2[C:12]([N:32]=1)=[N:13][CH:14]=[C:15]([C:17]1[CH:22]=[CH:21][C:20]([O:23][CH2:24][CH2:25][N:26]3[CH2:31][CH2:30][O:29][CH2:28][CH2:27]3)=[CH:19][CH:18]=1)[CH:16]=2. (2) Given the reactants [F:1][C:2]1[CH:3]=[C:4](/[CH:9]=[CH:10]/[C:11]([C:13]2[CH:14]=[N:15][C:16]([O:19]C)=[CH:17][CH:18]=2)=[O:12])[CH:5]=[C:6]([F:8])[CH:7]=1.Cl, predict the reaction product. The product is: [F:8][C:6]1[CH:5]=[C:4](/[CH:9]=[CH:10]/[C:11]([C:13]2[CH:18]=[CH:17][C:16](=[O:19])[NH:15][CH:14]=2)=[O:12])[CH:3]=[C:2]([F:1])[CH:7]=1. (3) Given the reactants [SH:1][C:2]1[N:3]=[C:4]([N:16]([CH3:18])[CH3:17])[C:5]2[CH2:6][CH2:7][C:8]([CH3:15])([CH3:14])[CH2:9][C:10]=2[C:11]=1[C:12]#[N:13].C(=O)([O-])[O-].[K+].[K+].Cl[CH2:26][C:27]([NH2:29])=[O:28], predict the reaction product. The product is: [NH2:13][C:12]1[C:11]2[C:10]3[CH2:9][C:8]([CH3:14])([CH3:15])[CH2:7][CH2:6][C:5]=3[C:4]([N:16]([CH3:18])[CH3:17])=[N:3][C:2]=2[S:1][C:26]=1[C:27]([NH2:29])=[O:28]. (4) Given the reactants C(SC1C=C(O)C(=O)NC=1)C1C=CC=CC=1.[F:17][C:18]1[CH:19]=[C:20]([CH:37]=[CH:38][C:39]=1[F:40])[CH2:21][S:22][C:23]1[CH:24]=[C:25]([O:33]COC)[C:26](=[O:32])[N:27](COC)[CH:28]=1, predict the reaction product. The product is: [F:17][C:18]1[CH:19]=[C:20]([CH:37]=[CH:38][C:39]=1[F:40])[CH2:21][S:22][C:23]1[CH:24]=[C:25]([OH:33])[C:26](=[O:32])[NH:27][CH:28]=1. (5) Given the reactants [C:1]1([C:7]2[N:8]=[C:9]3[N:13]([C:14]=2[CH:15]=O)[CH:12]=[CH:11][S:10]3)[CH:6]=[CH:5][CH:4]=[CH:3][CH:2]=1.[CH3:17][C:18]1[N:23]=[CH:22][N:21]=[C:20]([NH2:24])[CH:19]=1.C([Li])CCC, predict the reaction product. The product is: [C:1]1([C:7]2[N:8]=[C:9]3[N:13]([C:14]=2/[CH:15]=[CH:17]/[C:18]2[N:23]=[CH:22][N:21]=[C:20]([NH2:24])[CH:19]=2)[CH:12]=[CH:11][S:10]3)[CH:6]=[CH:5][CH:4]=[CH:3][CH:2]=1. (6) Given the reactants Cl[C:2]1[CH:3]=[CH:4][C:5]2[N:6]([C:8]([CH3:11])=[CH:9][N:10]=2)[N:7]=1.[CH3:12][O:13][C:14]1[CH:19]=[CH:18][C:17]([CH2:20][NH2:21])=[CH:16][CH:15]=1, predict the reaction product. The product is: [CH3:12][O:13][C:14]1[CH:19]=[CH:18][C:17]([CH2:20][NH:21][C:2]2[CH:3]=[CH:4][C:5]3[N:6]([C:8]([CH3:11])=[CH:9][N:10]=3)[N:7]=2)=[CH:16][CH:15]=1. (7) Given the reactants C([C@H]1CC[C@H](OC2C=C3C(=CC=2)N=C(CN2CC(C(O)=O)C2)C=C3C(F)(F)F)CC1)(C)(C)C.C[O:35][C:36]([CH:38]1[CH2:41][N:40]([CH2:42][C:43]2[CH:52]=[C:51]([CH:53]3[CH2:55][CH2:54]3)[C:50]3[C:45](=[CH:46][CH:47]=[C:48]([O:56][C@H:57]4[CH2:62][CH2:61][C@H:60]([C:63]([CH3:66])([CH3:65])[CH3:64])[CH2:59][CH2:58]4)[CH:49]=3)[N:44]=2)[CH2:39]1)=[O:37], predict the reaction product. The product is: [C:63]([C@H:60]1[CH2:59][CH2:58][C@H:57]([O:56][C:48]2[CH:49]=[C:50]3[C:45](=[CH:46][CH:47]=2)[N:44]=[C:43]([CH2:42][N:40]2[CH2:39][CH:38]([C:36]([OH:37])=[O:35])[CH2:41]2)[CH:52]=[C:51]3[CH:53]2[CH2:54][CH2:55]2)[CH2:62][CH2:61]1)([CH3:66])([CH3:64])[CH3:65]. (8) Given the reactants Cl.C(OCC)(=O)C.[Cl:8][C:9]1[CH:10]=[C:11]([CH:41]=[C:42]([F:44])[CH:43]=1)[CH2:12][C:13]1[S:14][C:15]2[C:21]([C:22]3[CH:23]=[C:24]([C:28]([NH:30][CH2:31][CH2:32][NH:33]C(=O)OC(C)(C)C)=[O:29])[CH:25]=[CH:26][CH:27]=3)=[CH:20][CH:19]=[CH:18][C:16]=2[CH:17]=1.Cl.CO, predict the reaction product. The product is: [ClH:8].[NH2:33][CH2:32][CH2:31][NH:30][C:28](=[O:29])[C:24]1[CH:25]=[CH:26][CH:27]=[C:22]([C:21]2[C:15]3[S:14][C:13]([CH2:12][C:11]4[CH:41]=[C:42]([F:44])[CH:43]=[C:9]([Cl:8])[CH:10]=4)=[CH:17][C:16]=3[CH:18]=[CH:19][CH:20]=2)[CH:23]=1. (9) Given the reactants Br[C:2]1[CH:21]=[N:20][C:5]2[O:6][C:7]3[C:12]([N:13]4[CH2:18][CH2:17][O:16][CH2:15][CH2:14]4)=[N:11][C:10](Cl)=[N:9][C:8]=3[C:4]=2[CH:3]=1.[NH:22]1[C:30]2[CH:29]=[CH:28][CH:27]=[C:26](B(O)O)[C:25]=2[CH:24]=[CH:23]1.C(=O)([O-])O.[Na+].[CH2:39](O)[CH3:40], predict the reaction product. The product is: [NH:22]1[C:30]2[C:25](=[C:26]([C:10]3[N:11]=[C:12]([N:13]4[CH2:18][CH2:17][O:16][CH2:15][CH2:14]4)[C:7]4[O:6][C:5]5[N:20]=[CH:21][C:2]([C:40]6[CH:39]=[CH:28][CH:29]=[C:30]7[C:25]=6[CH:24]=[CH:23][NH:22]7)=[CH:3][C:4]=5[C:8]=4[N:9]=3)[CH:27]=[CH:28][CH:29]=2)[CH:24]=[CH:23]1. (10) The product is: [ClH:2].[OH:3][C:4]([C:34]1[CH:35]=[CH:36][CH:37]=[CH:38][CH:39]=1)([C:28]1[CH:29]=[CH:30][CH:31]=[CH:32][CH:33]=1)[CH:5]1[CH2:10][CH2:9][N:8]([CH2:11][CH2:12][CH2:13][CH:14]([C:16]2[CH:21]=[CH:20][C:19]([C:22]([CH3:27])([CH3:26])[C:23]([OH:25])=[O:24])=[CH:18][CH:17]=2)[OH:15])[CH2:7][CH2:6]1. Given the reactants O.[ClH:2].[OH:3][C:4]([C:34]1[CH:39]=[CH:38][CH:37]=[CH:36][CH:35]=1)([C:28]1[CH:33]=[CH:32][CH:31]=[CH:30][CH:29]=1)[CH:5]1[CH2:10][CH2:9][N:8]([CH2:11][CH2:12][CH2:13][CH:14]([C:16]2[CH:21]=[CH:20][C:19]([C:22]([CH3:27])([CH3:26])[C:23]([OH:25])=[O:24])=[CH:18][CH:17]=2)[OH:15])[CH2:7][CH2:6]1.O.O.Cl.CC(C)(C1C=CC=CC=1)C(O)=O, predict the reaction product.